This data is from Catalyst prediction with 721,799 reactions and 888 catalyst types from USPTO. The task is: Predict which catalyst facilitates the given reaction. (1) Reactant: [NH2:1][CH2:2][C@H:3]([NH:7][C:8]([O:10][C:11]([CH3:14])([CH3:13])[CH3:12])=[O:9])[C:4]([OH:6])=[O:5].CCN(C(C)C)C(C)C.[Cl:24][C:25]1[S:29][C:28]([C:30](Cl)=[O:31])=[CH:27][CH:26]=1. Product: [C:11]([O:10][C:8]([NH:7][C@@H:3]([CH2:2][NH:1][C:30]([C:28]1[S:29][C:25]([Cl:24])=[CH:26][CH:27]=1)=[O:31])[C:4]([OH:6])=[O:5])=[O:9])([CH3:14])([CH3:13])[CH3:12]. The catalyst class is: 2. (2) Reactant: [CH2:1]([CH:9]([CH2:15][CH2:16][CH2:17][CH2:18][CH2:19][CH2:20][CH2:21][CH3:22])[C:10]([O:12][CH2:13]Cl)=[O:11])[CH2:2][CH2:3][CH2:4][CH2:5][CH2:6][CH2:7][CH3:8].[I-:23].[Na+]. Product: [CH2:1]([CH:9]([CH2:15][CH2:16][CH2:17][CH2:18][CH2:19][CH2:20][CH2:21][CH3:22])[C:10]([O:12][CH2:13][I:23])=[O:11])[CH2:2][CH2:3][CH2:4][CH2:5][CH2:6][CH2:7][CH3:8]. The catalyst class is: 10. (3) Reactant: [CH3:1][N:2]1[CH2:7][CH2:6][N:5]([C:8]2[N:13]=[C:12]([OH:14])[CH:11]=[CH:10][CH:9]=2)[CH2:4][CH2:3]1.[C:15]1([CH:21]([C:40]2[CH:45]=[CH:44][CH:43]=[CH:42][CH:41]=2)[CH2:22][N:23]([CH2:36][CH2:37][CH2:38]O)[CH2:24][C:25]2[CH:30]=[CH:29][CH:28]=[C:27]([C:31]([F:34])([F:33])[F:32])[C:26]=2[Cl:35])[CH:20]=[CH:19][CH:18]=[CH:17][CH:16]=1.BrCCCO.[CH3:51][S:52]([OH:55])(=[O:54])=[O:53]. Product: [S:52]([OH:55])(=[O:54])(=[O:53])[CH3:51].[S:52]([OH:55])(=[O:54])(=[O:53])[CH3:51].[Cl:35][C:26]1[C:27]([C:31]([F:32])([F:33])[F:34])=[CH:28][CH:29]=[CH:30][C:25]=1[CH2:24][N:23]([CH2:22][CH:21]([C:15]1[CH:16]=[CH:17][CH:18]=[CH:19][CH:20]=1)[C:40]1[CH:45]=[CH:44][CH:43]=[CH:42][CH:41]=1)[CH2:36][CH2:37][CH2:38][O:14][C:12]1[CH:11]=[CH:10][CH:9]=[C:8]([N:5]2[CH2:4][CH2:3][N:2]([CH3:1])[CH2:7][CH2:6]2)[N:13]=1. The catalyst class is: 4. (4) Reactant: [C:1]1(=[O:10])[C:9]2[C:4](=[CH:5][CH:6]=[CH:7][CH:8]=2)[CH2:3][CH2:2]1.[C:11]([OH:15])(=[O:14])[CH:12]=O. Product: [O:10]=[C:1]1[C:9]2[C:4](=[CH:5][CH:6]=[CH:7][CH:8]=2)[CH2:3]/[C:2]/1=[CH:12]\[C:11]([OH:15])=[O:14]. The catalyst class is: 12. (5) Reactant: [C:1]([C:3]1[CH:8]=[CH:7][C:6]([S:9]([N:12]2[CH2:17][CH2:16][N:15](C(OC(C)(C)C)=O)[C@@H:14]([CH3:25])[CH2:13]2)(=[O:11])=[O:10])=[C:5]([CH3:26])[CH:4]=1)#[N:2].C(O)(C(F)(F)F)=O. Product: [CH3:26][C:5]1[CH:4]=[C:3]([CH:8]=[CH:7][C:6]=1[S:9]([N:12]1[CH2:17][CH2:16][NH:15][C@@H:14]([CH3:25])[CH2:13]1)(=[O:11])=[O:10])[C:1]#[N:2]. The catalyst class is: 2. (6) Reactant: Br[C:2]1[CH:15]=[CH:14][C:5]([C:6]([NH:8][CH2:9][C:10]([CH3:13])([CH3:12])[CH3:11])=[O:7])=[CH:4][C:3]=1[CH:16]=[O:17].[CH:18]1([NH:21][C:22]([C:24]2[CH:25]=[C:26]([F:34])[C:27]([CH3:33])=[C:28](B(O)O)[CH:29]=2)=[O:23])[CH2:20][CH2:19]1.C([O-])([O-])=O.[K+].[K+]. Product: [CH:18]1([NH:21][C:22]([C:24]2[CH:29]=[C:28]([C:2]3[CH:15]=[CH:14][C:5]([C:6]([NH:8][CH2:9][C:10]([CH3:13])([CH3:12])[CH3:11])=[O:7])=[CH:4][C:3]=3[CH:16]=[O:17])[C:27]([CH3:33])=[C:26]([F:34])[CH:25]=2)=[O:23])[CH2:20][CH2:19]1. The catalyst class is: 70. (7) Reactant: [C:1]([O:5][C:6]([NH:8][C@H:9]([CH2:14][C:15]1[CH:20]=[CH:19][CH:18]=[CH:17][CH:16]=1)[CH2:10][C:11]([OH:13])=O)=[O:7])([CH3:4])([CH3:3])[CH3:2].CCN(C(C)C)C(C)C.CCOC(C(C#N)=NOC(N1CCOCC1)=[N+](C)C)=O.F[P-](F)(F)(F)(F)F.[CH3:57][O:58][C:59]1[CH:60]=[C:61]([C:67]2[CH2:68][C:69]([CH3:81])([CH3:80])[C:70](=[O:79])[N:71]([CH:73]3[CH2:78][CH2:77][NH:76][CH2:75][CH2:74]3)[N:72]=2)[CH:62]=[CH:63][C:64]=1[O:65][CH3:66].C(=O)(O)[O-].[Na+]. Product: [CH3:57][O:58][C:59]1[CH:60]=[C:61]([C:67]2[CH2:68][C:69]([CH3:81])([CH3:80])[C:70](=[O:79])[N:71]([CH:73]3[CH2:74][CH2:75][N:76]([C:11](=[O:13])[CH2:10][C@H:9]([NH:8][C:6](=[O:7])[O:5][C:1]([CH3:2])([CH3:3])[CH3:4])[CH2:14][C:15]4[CH:20]=[CH:19][CH:18]=[CH:17][CH:16]=4)[CH2:77][CH2:78]3)[N:72]=2)[CH:62]=[CH:63][C:64]=1[O:65][CH3:66]. The catalyst class is: 2.